This data is from Forward reaction prediction with 1.9M reactions from USPTO patents (1976-2016). The task is: Predict the product of the given reaction. Given the reactants Br[C:2]1[CH:3]=[CH:4][C:5]2[N:11]([CH2:12][C:13]3[CH:18]=[CH:17][C:16]([O:19][CH3:20])=[CH:15][C:14]=3[O:21][CH3:22])[C:10](=[O:23])[C@@H:9]([CH2:24][C:25]([O:27][CH2:28][CH3:29])=[O:26])[O:8][C@H:7]([C:30]3[CH:35]=[CH:34][CH:33]=[C:32]([O:36][CH3:37])[C:31]=3[Cl:38])[C:6]=2[CH:39]=1.[C-:40]#[N:41].[Na+].C1(P(C2C=CC=CC=2)C2C3OC4C(=CC=CC=4P(C4C=CC=CC=4)C4C=CC=CC=4)C(C)(C)C=3C=CC=2)C=CC=CC=1.C([Sn](Cl)(CCCC)CCCC)CCC, predict the reaction product. The product is: [Cl:38][C:31]1[C:32]([O:36][CH3:37])=[CH:33][CH:34]=[CH:35][C:30]=1[C@@H:7]1[C:6]2[CH:39]=[C:2]([C:40]#[N:41])[CH:3]=[CH:4][C:5]=2[N:11]([CH2:12][C:13]2[CH:18]=[CH:17][C:16]([O:19][CH3:20])=[CH:15][C:14]=2[O:21][CH3:22])[C:10](=[O:23])[C@@H:9]([CH2:24][C:25]([O:27][CH2:28][CH3:29])=[O:26])[O:8]1.